Dataset: Forward reaction prediction with 1.9M reactions from USPTO patents (1976-2016). Task: Predict the product of the given reaction. (1) Given the reactants Cl[C:2]1[C:11]2[C:6](=[CH:7][CH:8]=[C:9]([I:12])[CH:10]=2)[N:5]=[CH:4][N:3]=1.[NH3:13], predict the reaction product. The product is: [I:12][C:9]1[CH:10]=[C:11]2[C:6](=[CH:7][CH:8]=1)[N:5]=[CH:4][N:3]=[C:2]2[NH2:13]. (2) Given the reactants [OH:1][N:2]=[C:3]([NH2:10])[C:4]1[CH:9]=[CH:8][CH:7]=[N:6][CH:5]=1.[Cl:11][C:12]1[CH:20]=[CH:19][C:15]([C:16](O)=O)=[CH:14][C:13]=1[F:21].N, predict the reaction product. The product is: [Cl:11][C:12]1[CH:20]=[CH:19][C:15]([C:16]2[O:1][N:2]=[C:3]([C:4]3[CH:5]=[N:6][CH:7]=[CH:8][CH:9]=3)[N:10]=2)=[CH:14][C:13]=1[F:21]. (3) Given the reactants [C:1]([O:5][C:6](=[O:31])[NH:7][C:8]1[CH:13]=[CH:12][C:11]([CH2:14][CH2:15][C:16]2[N:17]=[C:18]([NH:27][C:28](=[O:30])[CH3:29])[S:19][C:20]=2[C:21](N(OC)C)=[O:22])=[CH:10][CH:9]=1)([CH3:4])([CH3:3])[CH3:2].[Al].[Li].C(C(C(C([O-])=O)O)O)([O-])=O.[Na+].[K+], predict the reaction product. The product is: [C:28]([NH:27][C:18]1[S:19][C:20]([CH:21]=[O:22])=[C:16]([CH2:15][CH2:14][C:11]2[CH:12]=[CH:13][C:8]([NH:7][C:6](=[O:31])[O:5][C:1]([CH3:2])([CH3:3])[CH3:4])=[CH:9][CH:10]=2)[N:17]=1)(=[O:30])[CH3:29]. (4) Given the reactants [CH3:1][N:2]1[C@@H:11]2[CH2:12][C:13]3[CH:18]=[CH:17][C:16]([OH:19])=[C:15]([OH:20])[C:14]=3[C:9]3[C:10]2=[C:5]([CH:6]=[CH:7][CH:8]=3)[CH2:4][CH2:3]1.O.[C:22]([OH:30])(=[O:29])[CH:23]([CH2:25][C:26]([OH:28])=[O:27])[OH:24], predict the reaction product. The product is: [CH3:1][N:2]1[C@@H:11]2[CH2:12][C:13]3[CH:18]=[CH:17][C:16]([OH:19])=[C:15]([OH:20])[C:14]=3[C:9]3[C:10]2=[C:5]([CH:6]=[CH:7][CH:8]=3)[CH2:4][CH2:3]1.[C:22]([O-:30])(=[O:29])[CH:23]([CH2:25][C:26]([O-:28])=[O:27])[OH:24].[CH3:1][N:2]1[C@@H:11]2[CH2:12][C:13]3[CH:18]=[CH:17][C:16]([OH:19])=[C:15]([OH:20])[C:14]=3[C:9]3[C:10]2=[C:5]([CH:6]=[CH:7][CH:8]=3)[CH2:4][CH2:3]1. (5) Given the reactants [CH3:1][NH:2][CH2:3][C:4]1[CH:9]=[CH:8][CH:7]=[CH:6][CH:5]=1.[Cl:10][C:11]1[N:16]=[C:15](Cl)[CH:14]=[CH:13][N:12]=1, predict the reaction product. The product is: [CH2:3]([N:2]([CH3:1])[C:15]1[CH:14]=[CH:13][N:12]=[C:11]([Cl:10])[N:16]=1)[C:4]1[CH:9]=[CH:8][CH:7]=[CH:6][CH:5]=1. (6) Given the reactants Br[C:2]1[CH:3]=[CH:4][CH:5]=[C:6]2[C:10]=1[NH:9][CH:8]=[CH:7]2.[F:11][C:12]1[CH:17]=[CH:16][CH:15]=[CH:14][C:13]=1B(O)O, predict the reaction product. The product is: [F:11][C:12]1[CH:17]=[CH:16][CH:15]=[CH:14][C:13]=1[C:2]1[CH:3]=[CH:4][CH:5]=[C:6]2[C:10]=1[NH:9][CH:8]=[CH:7]2. (7) The product is: [C:13]([C:6]1[CH:5]=[C:4]([CH:9]=[CH:8][C:7]=1[CH:10]([CH3:12])[CH3:11])[C:3]([OH:15])=[O:2])#[N:14]. Given the reactants C[O:2][C:3](=[O:15])[C:4]1[CH:9]=[CH:8][C:7]([CH:10]([CH3:12])[CH3:11])=[C:6]([C:13]#[N:14])[CH:5]=1.O.Cl.C(Cl)(Cl)Cl, predict the reaction product.